Task: Predict which catalyst facilitates the given reaction.. Dataset: Catalyst prediction with 721,799 reactions and 888 catalyst types from USPTO (1) Reactant: C([O:3][C:4](=[O:39])[C:5]1[CH:10]=[CH:9][C:8]([C:11]2[N:12]=[C:13]3[C:18](=[N:19][CH:20]=2)[N:17]=[C:16]([NH:21][CH2:22][C:23]2[CH:28]=[CH:27][C:26]([S:29](=[O:32])(=[O:31])[NH2:30])=[CH:25][CH:24]=2)[N:15]=[C:14]3[NH:33][CH2:34][C:35]([F:38])([F:37])[F:36])=[CH:7][CH:6]=1)C.Cl. Product: [S:29]([C:26]1[CH:27]=[CH:28][C:23]([CH2:22][NH:21][C:16]2[N:15]=[C:14]([NH:33][CH2:34][C:35]([F:37])([F:38])[F:36])[C:13]3[C:18](=[N:19][CH:20]=[C:11]([C:8]4[CH:9]=[CH:10][C:5]([C:4]([OH:39])=[O:3])=[CH:6][CH:7]=4)[N:12]=3)[N:17]=2)=[CH:24][CH:25]=1)(=[O:32])(=[O:31])[NH2:30]. The catalyst class is: 273. (2) The catalyst class is: 4. Reactant: B(Cl)(Cl)Cl.C([O:12][C:13]1[CH:18]=[C:17]([O:19]CC2C=CC=CC=2)[C:16]([Br:27])=[CH:15][C:14]=1[C:28]1[C:32]([C:33]2[CH:38]=[CH:37][C:36]([O:39][CH3:40])=[CH:35][CH:34]=2)=[C:31]([CH3:41])[O:30][N:29]=1)C1C=CC=CC=1. Product: [Br:27][C:16]1[CH:15]=[C:14]([C:28]2[C:32]([C:33]3[CH:34]=[CH:35][C:36]([O:39][CH3:40])=[CH:37][CH:38]=3)=[C:31]([CH3:41])[O:30][N:29]=2)[C:13]([OH:12])=[CH:18][C:17]=1[OH:19]. (3) Reactant: [OH:1][C@H:2]([CH:18]([CH3:20])[CH3:19])[C:3]([NH:5][C@H:6]([C:8]1[CH:17]=[CH:16][C:11]([C:12]([O:14][CH3:15])=[O:13])=[CH:10][CH:9]=1)[CH3:7])=[O:4].C(N(CC)CC)C.[CH3:28][S:29](Cl)(=[O:31])=[O:30]. Product: [CH3:19][CH:18]([CH3:20])[C@@H:2]([O:1][S:29]([CH3:28])(=[O:31])=[O:30])[C:3]([NH:5][C@H:6]([C:8]1[CH:17]=[CH:16][C:11]([C:12]([O:14][CH3:15])=[O:13])=[CH:10][CH:9]=1)[CH3:7])=[O:4]. The catalyst class is: 2. (4) Reactant: [Cl:1][C:2]1[CH:7]=[C:6](Cl)[N:5]=[CH:4][N:3]=1.C(=O)([O-])[O-].[K+].[K+].[F:15][C:16]([F:27])([F:26])[C:17]1[CH:18]=[C:19](B(O)O)[CH:20]=[CH:21][CH:22]=1.[Cl-].[NH4+]. Product: [Cl:1][C:2]1[CH:7]=[C:6]([C:21]2[CH:20]=[CH:19][CH:18]=[C:17]([C:16]([F:27])([F:26])[F:15])[CH:22]=2)[N:5]=[CH:4][N:3]=1. The catalyst class is: 203. (5) Reactant: [Cl:1][C:2]1[CH:7]=[CH:6][CH:5]=[C:4]([Cl:8])[C:3]=1[CH2:9][S:10]([C:13]1[CH:14]=[C:15]2[C:19](=[CH:20][CH:21]=1)[NH:18][C:17](=[O:22])/[C:16]/2=[CH:23]\[C:24]1[NH:28][C:27]([CH3:29])=[C:26]([CH2:30][C:31](O)=[O:32])[C:25]=1[CH3:34])(=[O:12])=[O:11].C1C=CC2N(O)N=NC=2C=1.C(Cl)CCl.[CH:49]1([NH:52][CH2:53][C@H:54]2[NH:58][CH2:57][C@H:56]([OH:59])[CH2:55]2)[CH2:51][CH2:50]1. Product: [CH:49]1([NH:52][CH2:53][C@@H:54]2[CH2:55][C@@H:56]([OH:59])[CH2:57][N:58]2[C:31](=[O:32])[CH2:30][C:26]2[C:25]([CH3:34])=[C:24](/[CH:23]=[C:16]3\[C:17](=[O:22])[NH:18][C:19]4[C:15]\3=[CH:14][C:13]([S:10]([CH2:9][C:3]3[C:4]([Cl:8])=[CH:5][CH:6]=[CH:7][C:2]=3[Cl:1])(=[O:12])=[O:11])=[CH:21][CH:20]=4)[NH:28][C:27]=2[CH3:29])[CH2:51][CH2:50]1. The catalyst class is: 85. (6) Reactant: [Cl:1][C:2]1[CH:7]=[CH:6][C:5]([O:8][C:9]2[CH:16]=[CH:15][C:12]([CH:13]=[O:14])=[CH:11][CH:10]=2)=[CH:4][C:3]=1[C:17]([F:20])([F:19])[F:18].[BH4-].[Na+]. Product: [Cl:1][C:2]1[CH:7]=[CH:6][C:5]([O:8][C:9]2[CH:16]=[CH:15][C:12]([CH2:13][OH:14])=[CH:11][CH:10]=2)=[CH:4][C:3]=1[C:17]([F:18])([F:19])[F:20]. The catalyst class is: 5. (7) Reactant: [Cl:1][C:2]1[C:7]([F:8])=[CH:6][C:5]([N+:9]([O-:11])=[O:10])=[C:4](F)[CH:3]=1.C[CH2:14][N:15](C(C)C)C(C)C.CN. Product: [Cl:1][C:2]1[C:7]([F:8])=[CH:6][C:5]([N+:9]([O-:11])=[O:10])=[C:4]([CH:3]=1)[NH:15][CH3:14]. The catalyst class is: 3. (8) Reactant: [Cl:1][C:2]1[CH:7]=[CH:6][C:5]([N:8]2[CH:13]=[CH:12][C:11](=[O:14])[C:10]([C:15](=O)[CH:16]=[CH:17][N:18](C)C)=[N:9]2)=[CH:4][CH:3]=1.[C:22]1([NH:28]N)[CH:27]=[CH:26][CH:25]=[CH:24][CH:23]=1. Product: [Cl:1][C:2]1[CH:3]=[CH:4][C:5]([N:8]2[CH:13]=[CH:12][C:11](=[O:14])[C:10]([C:15]3[N:28]([C:22]4[CH:27]=[CH:26][CH:25]=[CH:24][CH:23]=4)[N:18]=[CH:17][CH:16]=3)=[N:9]2)=[CH:6][CH:7]=1. The catalyst class is: 5. (9) Reactant: C([C:4]1([OH:33])[CH2:9][CH2:8][C@H:7]2[C@H:10]3[C@H:19]([CH2:20][CH2:21][C@:5]12[CH3:6])[C:18]1[CH:17]=[C:16]([O:22][CH2:23][CH3:24])[C:15]([O:25][CH2:26][C:27]2[CH:32]=[CH:31][CH:30]=[CH:29][CH:28]=2)=[CH:14][C:13]=1[CH2:12][CH2:11]3)C=C.C1OCCOCCOCCOCCOCCOC1.[CH3:52][CH:53](O)[CH3:54].[NH4+].[Cl-]. Product: [CH2:54]([C@@H:8]1[C@H:7]2[C@H:10]3[C@H:19]([CH2:20][CH2:21][C@:5]2([CH3:6])[C:4](=[O:33])[CH2:9]1)[C:18]1[CH:17]=[C:16]([O:22][CH2:23][CH3:24])[C:15]([O:25][CH2:26][C:27]2[CH:28]=[CH:29][CH:30]=[CH:31][CH:32]=2)=[CH:14][C:13]=1[CH2:12][CH2:11]3)[CH:53]=[CH2:52]. The catalyst class is: 1.